This data is from Full USPTO retrosynthesis dataset with 1.9M reactions from patents (1976-2016). The task is: Predict the reactants needed to synthesize the given product. (1) Given the product [CH3:18][C:13]1[CH:12]=[C:7]([CH:16]=[C:15]([CH3:17])[CH:14]=1)[C:6]#[N:5], predict the reactants needed to synthesize it. The reactants are: [C-]#N.[K+].C[NH:5][CH2:6][CH2:7]NC.BrC1[CH:12]=[C:13]([CH3:18])[CH:14]=[C:15]([CH3:17])[CH:16]=1.CCCCCCCCCCCC.N. (2) Given the product [OH:31][C:30]1[C:21]([CH2:20][S:11][C:1]2[C:10]3[C:5](=[CH:6][CH:7]=[CH:8][CH:9]=3)[CH:4]=[CH:3][CH:2]=2)=[C:22]2[C:27](=[CH:28][CH:29]=1)[C:26](=[O:32])[CH2:25][CH2:24][CH2:23]2, predict the reactants needed to synthesize it. The reactants are: [C:1]1([SH:11])[C:10]2[C:5](=[CH:6][CH:7]=[CH:8][CH:9]=2)[CH:4]=[CH:3][CH:2]=1.C(NC(C)C)(C)C.Cl[CH2:20][C:21]1[C:30]([OH:31])=[CH:29][CH:28]=[C:27]2[C:22]=1[CH2:23][CH2:24][CH2:25][C:26]2=[O:32].